Dataset: Cav3 T-type calcium channel HTS with 100,875 compounds. Task: Binary Classification. Given a drug SMILES string, predict its activity (active/inactive) in a high-throughput screening assay against a specified biological target. (1) The compound is s1c(/C=N\NC(=O)c2n3c(nc2C)cc(cc3)C)ccc1. The result is 0 (inactive). (2) The compound is O=C(N1N=C2C(N3CCC2CC3)C1c1ccc(cc1)C)C. The result is 0 (inactive). (3) The drug is n1(nc(cc1N\C(=N\C)c1ccccc1)C)CCC#N. The result is 0 (inactive). (4) The drug is o1c(c2c(ccc(c2)C(O)=O)C)ccc1/C=C1\NC(=O)N(C1=O)c1ccccc1. The result is 0 (inactive).